Dataset: NCI-60 drug combinations with 297,098 pairs across 59 cell lines. Task: Regression. Given two drug SMILES strings and cell line genomic features, predict the synergy score measuring deviation from expected non-interaction effect. (1) Drug 1: CC1=C(C=C(C=C1)NC2=NC=CC(=N2)N(C)C3=CC4=NN(C(=C4C=C3)C)C)S(=O)(=O)N.Cl. Drug 2: CC1=C(N=C(N=C1N)C(CC(=O)N)NCC(C(=O)N)N)C(=O)NC(C(C2=CN=CN2)OC3C(C(C(C(O3)CO)O)O)OC4C(C(C(C(O4)CO)O)OC(=O)N)O)C(=O)NC(C)C(C(C)C(=O)NC(C(C)O)C(=O)NCCC5=NC(=CS5)C6=NC(=CS6)C(=O)NCCC[S+](C)C)O. Cell line: UO-31. Synergy scores: CSS=20.8, Synergy_ZIP=22.9, Synergy_Bliss=22.3, Synergy_Loewe=7.49, Synergy_HSA=24.7. (2) Cell line: MDA-MB-231. Drug 1: C1=CC(=CC=C1CCC2=CNC3=C2C(=O)NC(=N3)N)C(=O)NC(CCC(=O)O)C(=O)O. Synergy scores: CSS=26.2, Synergy_ZIP=-9.57, Synergy_Bliss=-6.66, Synergy_Loewe=-10.6, Synergy_HSA=-2.62. Drug 2: CCC1(C2=C(COC1=O)C(=O)N3CC4=CC5=C(C=CC(=C5CN(C)C)O)N=C4C3=C2)O.Cl. (3) Drug 1: CCCS(=O)(=O)NC1=C(C(=C(C=C1)F)C(=O)C2=CNC3=C2C=C(C=N3)C4=CC=C(C=C4)Cl)F. Drug 2: C1=CN(C=N1)CC(O)(P(=O)(O)O)P(=O)(O)O. Cell line: MOLT-4. Synergy scores: CSS=-2.32, Synergy_ZIP=6.01, Synergy_Bliss=0.650, Synergy_Loewe=-2.16, Synergy_HSA=-1.82. (4) Synergy scores: CSS=33.3, Synergy_ZIP=1.09, Synergy_Bliss=-2.59, Synergy_Loewe=-29.2, Synergy_HSA=-2.33. Drug 1: C1CC(=O)NC(=O)C1N2C(=O)C3=CC=CC=C3C2=O. Drug 2: CC1C(C(CC(O1)OC2CC(CC3=C2C(=C4C(=C3O)C(=O)C5=C(C4=O)C(=CC=C5)OC)O)(C(=O)CO)O)N)O.Cl. Cell line: HCT116.